Predict the reactants needed to synthesize the given product. From a dataset of Full USPTO retrosynthesis dataset with 1.9M reactions from patents (1976-2016). (1) Given the product [CH3:1][O:2][C:3]1[CH:4]=[C:5]2[C:10](=[CH:11][CH:12]=1)[CH:9]=[C:8]([CH2:13][CH2:14][CH2:15][C:16]1[O:20][N:19]=[C:18]([C:21]([OH:23])=[O:22])[CH:17]=1)[CH:7]=[CH:6]2, predict the reactants needed to synthesize it. The reactants are: [CH3:1][O:2][C:3]1[CH:4]=[C:5]2[C:10](=[CH:11][CH:12]=1)[CH:9]=[C:8]([CH2:13][CH2:14][CH2:15][C:16]1[O:20][N:19]=[C:18]([C:21]([O:23]CC)=[O:22])[CH:17]=1)[CH:7]=[CH:6]2.[OH-].[K+].O. (2) The reactants are: C(OC(=O)[NH:7][C:8]1[CH:13]=[C:12]([O:14][CH2:15][CH3:16])[C:11]([C:17]([F:20])([F:19])[F:18])=[CH:10][C:9]=1[NH:21][C:22](=[O:43])[CH2:23][C:24]([C:26]1[CH:31]=[CH:30][CH:29]=[C:28]([C:32]2[CH:37]=[CH:36][N:35]=[C:34]([CH:38]3[CH2:42][CH2:41][CH2:40][CH2:39]3)[CH:33]=2)[CH:27]=1)=O)(C)(C)C.C(O)(C(F)(F)F)=O. Given the product [CH:38]1([C:34]2[CH:33]=[C:32]([C:28]3[CH:27]=[C:26]([C:24]4[CH2:23][C:22](=[O:43])[NH:21][C:9]5[CH:10]=[C:11]([C:17]([F:20])([F:18])[F:19])[C:12]([O:14][CH2:15][CH3:16])=[CH:13][C:8]=5[N:7]=4)[CH:31]=[CH:30][CH:29]=3)[CH:37]=[CH:36][N:35]=2)[CH2:39][CH2:40][CH2:41][CH2:42]1, predict the reactants needed to synthesize it. (3) Given the product [CH2:6]([N:13]1[CH:17]([C:18]2[CH:23]=[CH:22][CH:21]=[CH:20][CH:19]=2)[CH:16]=[C:15]([C:25]2[CH:30]=[C:29]([F:31])[CH:28]=[CH:27][C:26]=2[F:32])[O:14]1)[C:7]1[CH:12]=[CH:11][CH:10]=[CH:9][CH:8]=1, predict the reactants needed to synthesize it. The reactants are: CS(Cl)(=O)=O.[CH2:6]([N:13]1[CH:17]([C:18]2[CH:23]=[CH:22][CH:21]=[CH:20][CH:19]=2)[CH2:16][C:15]([C:25]2[CH:30]=[C:29]([F:31])[CH:28]=[CH:27][C:26]=2[F:32])(O)[O:14]1)[C:7]1[CH:12]=[CH:11][CH:10]=[CH:9][CH:8]=1.C(N(CC)CC)C. (4) Given the product [CH3:27][C:20]1[C:21]([C:22]([O:24][CH2:25][CH3:26])=[O:23])=[C:17]([NH:16][C:14]([NH:13][C:7]2[CH:12]=[CH:11][CH:10]=[CH:9][CH:8]=2)=[O:15])[S:18][C:19]=1[C:28]1[CH:29]=[CH:30][C:31]([N+:34]([O-:36])=[O:35])=[CH:32][CH:33]=1, predict the reactants needed to synthesize it. The reactants are: N1C=CC=CC=1.[C:7]1([N:13]=[C:14]=[O:15])[CH:12]=[CH:11][CH:10]=[CH:9][CH:8]=1.[NH2:16][C:17]1[S:18][C:19]([C:28]2[CH:33]=[CH:32][C:31]([N+:34]([O-:36])=[O:35])=[CH:30][CH:29]=2)=[C:20]([CH3:27])[C:21]=1[C:22]([O:24][CH2:25][CH3:26])=[O:23]. (5) Given the product [CH2:1]([O:3][C:4]1[CH:5]=[CH:6][C:7]([C:8]([NH:23][C:24]2[CH:33]=[C:32]3[C:27]([CH:28]=[CH:29][N:30]=[C:31]3[N:34]3[CH2:35][CH2:36][N:37]([CH3:40])[CH2:38][CH2:39]3)=[CH:26][CH:25]=2)=[O:10])=[CH:11][CH:12]=1)[CH3:2], predict the reactants needed to synthesize it. The reactants are: [CH2:1]([O:3][C:4]1[CH:12]=[CH:11][C:7]([C:8]([OH:10])=O)=[CH:6][CH:5]=1)[CH3:2].C1C=CC2N(O)N=NC=2C=1.[NH2:23][C:24]1[CH:33]=[C:32]2[C:27]([CH:28]=[CH:29][N:30]=[C:31]2[N:34]2[CH2:39][CH2:38][N:37]([CH3:40])[CH2:36][CH2:35]2)=[CH:26][CH:25]=1.C1(N=C=N)CCCCC1. (6) Given the product [CH3:1][N:2]1[C:7](=[O:8])[CH:6]=[C:5]([C:9]2[CH:14]=[CH:13][N:12]=[CH:11][N:10]=2)[N:4]=[C:3]1[N:15]1[CH2:20][CH2:19][N:18]([C:39]([C:30]2[CH:31]=[CH:32][C:33]3[C:38](=[CH:37][CH:36]=[CH:35][CH:34]=3)[N:29]=2)=[O:40])[CH2:17][C@H:16]1[CH3:21], predict the reactants needed to synthesize it. The reactants are: [CH3:1][N:2]1[C:7](=[O:8])[CH:6]=[C:5]([C:9]2[CH:14]=[CH:13][N:12]=[CH:11][N:10]=2)[N:4]=[C:3]1[N:15]1[CH2:20][CH2:19][NH:18][CH2:17][C@H:16]1[CH3:21].C(N(CC)CC)C.[N:29]1[C:38]2[C:33](=[CH:34][CH:35]=[CH:36][CH:37]=2)[CH:32]=[CH:31][C:30]=1[C:39](Cl)=[O:40]. (7) Given the product [CH3:20][C:21]([CH3:25])([CH3:24])[C:22]#[C:23][C:2]1[CH:7]=[C:6]([N+:8]([O-:10])=[O:9])[CH:5]=[CH:4][C:3]=1[NH:15][CH3:14], predict the reactants needed to synthesize it. The reactants are: Br[C:2]1[CH:7]=[C:6]([N+:8]([O-:10])=[O:9])[CH:5]=[CH:4][C:3]=1CN.C[CH2:14][N:15](CC)CC.[CH3:20][C:21]([CH3:25])([CH3:24])[C:22]#[CH:23].N#N. (8) Given the product [F:1][C:2]1[CH:3]=[CH:4][C:5]([N:8]2[C:16]3[C:11](=[CH:12][C:13]([CH:17]([C:23]4[CH:24]=[CH:25][CH:26]=[CH:27][CH:28]=4)[C:18]([CH3:22])([CH3:21])[CH:19]=[O:20])=[CH:14][CH:15]=3)[CH:10]=[N:9]2)=[CH:6][CH:7]=1, predict the reactants needed to synthesize it. The reactants are: [F:1][C:2]1[CH:7]=[CH:6][C:5]([N:8]2[C:16]3[C:11](=[CH:12][C:13]([CH:17]([C:23]4[CH:28]=[CH:27][CH:26]=[CH:25][CH:24]=4)[C:18]([CH3:22])([CH3:21])[CH2:19][OH:20])=[CH:14][CH:15]=3)[CH:10]=[N:9]2)=[CH:4][CH:3]=1.CC(OI1(OC(C)=O)(OC(C)=O)OC(=O)C2C=CC=CC1=2)=O.[OH-].[Na+]. (9) Given the product [CH2:1]([N:8]1[C:17]2[C:12](=[N:13][CH:14]=[C:15]([Br:18])[CH:16]=2)[CH2:11][CH:10]([C:31]([O:33][CH3:34])=[O:32])[C:9]1=[O:19])[C:2]1[CH:3]=[CH:4][CH:5]=[CH:6][CH:7]=1, predict the reactants needed to synthesize it. The reactants are: [CH2:1]([N:8]1[C:17]2[C:12](=[N:13][CH:14]=[C:15]([Br:18])[CH:16]=2)[CH2:11][CH2:10][C:9]1=[O:19])[C:2]1[CH:7]=[CH:6][CH:5]=[CH:4][CH:3]=1.C[Si](C)(C)N[Si](C)(C)C.[Li].Cl[C:31]([O:33][CH3:34])=[O:32]. (10) Given the product [F:1][C:2]1[CH:7]=[CH:6][C:5]([C:8]2[N:12]=[C:11]([C:13]34[CH2:14][CH2:15][C:16]([C:21]5[N:44]([CH3:43])[C:23]([C:26]6[CH:31]=[CH:30][CH:29]=[CH:28][C:27]=6[C:32]([F:34])([F:35])[F:33])=[N:24][N:25]=5)([CH2:19][CH2:20]3)[CH2:17][CH2:18]4)[O:10][N:9]=2)=[CH:4][CH:3]=1, predict the reactants needed to synthesize it. The reactants are: [F:1][C:2]1[CH:7]=[CH:6][C:5]([C:8]2[N:12]=[C:11]([C:13]34[CH2:20][CH2:19][C:16]([C:21]5O[C:23]([C:26]6[CH:31]=[CH:30][CH:29]=[CH:28][C:27]=6[C:32]([F:35])([F:34])[F:33])=[N:24][N:25]=5)([CH2:17][CH2:18]3)[CH2:15][CH2:14]4)[O:10][N:9]=2)=[CH:4][CH:3]=1.FC(F)(F)C(O)=O.[CH3:43][NH2:44].